Dataset: Cav3 T-type calcium channel HTS with 100,875 compounds. Task: Binary Classification. Given a drug SMILES string, predict its activity (active/inactive) in a high-throughput screening assay against a specified biological target. (1) The molecule is Fc1ccc(c2oc(nn2)C2(ON=C(C2)c2ccc([N+]([O-])=O)cc2)C)cc1. The result is 0 (inactive). (2) The compound is Clc1c(S(=O)(=O)N(CC(=O)Nc2cccnc2)C)cc(Cl)cc1. The result is 0 (inactive). (3) The drug is S(=O)(=O)(N(C)C)c1cc(C(=O)N(c2ccccc2)c2scc(n2)C)ccc1. The result is 0 (inactive). (4) The molecule is O(c1ccc(C2n3[nH]cnc3=NC3=C2CCCc2c3cccc2)cc1)C. The result is 0 (inactive). (5) The drug is FC(F)(F)c1cc(C2NC(=O)N(C(C2C(=O)C)C)Cc2ccccc2)ccc1. The result is 0 (inactive). (6) The drug is S(c1ccc(NC(=O)NCCCN2CCN(CC2)c2c(F)cccc2)cc1)C. The result is 0 (inactive). (7) The molecule is n1(ncc2c1nc(nc2N(CC)CC)C)CCc1ccccc1. The result is 0 (inactive).